Dataset: Full USPTO retrosynthesis dataset with 1.9M reactions from patents (1976-2016). Task: Predict the reactants needed to synthesize the given product. (1) Given the product [OH:44][CH2:45][CH2:46][N:47]1[C:48](=[O:49])[C:39]([N:37]2[CH:38]=[C:34]([CH3:33])[N:35]=[CH:36]2)=[CH:40][CH:41]=[C:42]1[C:43]([NH:13][CH2:12][C:8]12[CH2:11][CH:9]1[O:10][C:6]1[CH:5]=[CH:4][C:3]([C:2]([F:15])([F:1])[F:16])=[CH:14][C:7]=12)=[O:50], predict the reactants needed to synthesize it. The reactants are: [F:1][C:2]([F:16])([F:15])[C:3]1[CH:4]=[CH:5][C:6]2[O:10][CH:9]3[CH2:11][C:8]3([CH2:12][NH2:13])[C:7]=2[CH:14]=1.C[Al](C)C.C[Al](C)C.C1N2CCN(CC2)C1.[CH3:33][C:34]1[N:35]=[CH:36][N:37]([C:39]2[C:48](=[O:49])[N:47]3[C:42]([C:43](=[O:50])[O:44][CH2:45][CH2:46]3)=[CH:41][CH:40]=2)[CH:38]=1. (2) Given the product [CH3:1][C:2]1[CH:6]=[C:5]([CH3:7])[N:4]([S:9]([C:12]2[N:16]=[CH:15][N:14]([C:17](=[O:21])[N:18]([CH3:19])[CH3:20])[N:13]=2)(=[O:10])=[O:11])[N:3]=1, predict the reactants needed to synthesize it. The reactants are: [CH3:1][C:2]1[CH:6]=[C:5]([CH3:7])[NH:4][N:3]=1.Cl[S:9]([C:12]1[N:16]=[CH:15][N:14]([C:17](=[O:21])[N:18]([CH3:20])[CH3:19])[N:13]=1)(=[O:11])=[O:10].C(=O)([O-])[O-].[K+].[K+].